From a dataset of Forward reaction prediction with 1.9M reactions from USPTO patents (1976-2016). Predict the product of the given reaction. Given the reactants C1(C)C=CC=CC=1.[C:8](OC(=O)C)([CH3:11])([CH3:10])[CH3:9].CS(O)(=O)=O.[Br:21][C:22]1[CH:23]=[C:24]2[C:28](=[C:29]([CH3:31])[CH:30]=1)[NH:27][N:26]=[CH:25]2, predict the reaction product. The product is: [Br:21][C:22]1[CH:30]=[C:29]([CH3:31])[C:28]2[C:24](=[CH:25][N:26]([C:8]([CH3:9])([CH3:10])[CH3:11])[N:27]=2)[CH:23]=1.